From a dataset of Reaction yield outcomes from USPTO patents with 853,638 reactions. Predict the reaction yield, written as a fraction of the theoretical maximum amount of product (1.0 means a 100% yield; for example, 0.34 means a 34% yield). (1) The reactants are [CH2:1]([Zn]CC)C.[CH2:6]([N:8]1[C:16]2[C:11](=[CH:12][CH:13]=[C:14]([O:17][CH:18]=[CH2:19])[CH:15]=2)[C:10]([C:20]#[N:21])=[CH:9]1)[CH3:7].ClCI.[NH4+].[Cl-].[OH-].[NH4+]. The catalyst is C(OCC)(=O)C.ClCCCl. The product is [CH:18]1([O:17][C:14]2[CH:15]=[C:16]3[C:11]([C:10]([C:20]#[N:21])=[CH:9][N:8]3[CH2:6][CH3:7])=[CH:12][CH:13]=2)[CH2:1][CH2:19]1. The yield is 0.457. (2) The reactants are [OH:1][C:2]1[CH:7]=[CH:6][C:5]([CH2:8][C:9]([O:11][CH2:12][CH3:13])=[O:10])=[CH:4][CH:3]=1.C([O-])([O-])=O.[K+].[K+].Cl[CH2:21][C:22]1[CH:31]=[CH:30][C:29]2[C:24](=[CH:25][CH:26]=[CH:27][CH:28]=2)[N:23]=1. The catalyst is C(#N)C. The product is [N:23]1[C:24]2[C:29](=[CH:28][CH:27]=[CH:26][CH:25]=2)[CH:30]=[CH:31][C:22]=1[CH2:21][O:1][C:2]1[CH:3]=[CH:4][C:5]([CH2:8][C:9]([O:11][CH2:12][CH3:13])=[O:10])=[CH:6][CH:7]=1. The yield is 0.934. (3) The product is [Cl:1][C:2]1[CH:7]=[CH:6][C:5]([C:8]2[CH:13]=[N:12][N:11]3[C:14](=[O:17])[N:15]([CH2:26][C:27]([NH:29][C:30]4[CH:35]=[CH:34][C:33]([C:36]([F:37])([F:38])[F:39])=[CH:32][CH:31]=4)=[O:28])[N:16]=[C:10]3[C:9]=2[C:18]2[CH:23]=[CH:22][C:21]([Cl:24])=[CH:20][CH:19]=2)=[CH:4][CH:3]=1. The yield is 0.810. The reactants are [Cl:1][C:2]1[CH:7]=[CH:6][C:5]([C:8]2[CH:13]=[N:12][N:11]3[C:14](=[O:17])[NH:15][N:16]=[C:10]3[C:9]=2[C:18]2[CH:23]=[CH:22][C:21]([Cl:24])=[CH:20][CH:19]=2)=[CH:4][CH:3]=1.Cl[CH2:26][C:27]([NH:29][C:30]1[CH:35]=[CH:34][C:33]([C:36]([F:39])([F:38])[F:37])=[CH:32][CH:31]=1)=[O:28].C([O-])([O-])=O.[K+].[K+]. The catalyst is CN(C=O)C.C(OCC)(=O)C. (4) The reactants are [Cl:1][C:2]1[CH:24]=[CH:23][C:5]([CH2:6][NH:7][C:8]([C:10]2[C:11](=[O:22])[C:12]3[CH:19]=[C:18]([CH2:20]O)[S:17][C:13]=3[N:14]([CH3:16])[CH:15]=2)=[O:9])=[CH:4][CH:3]=1.N1C(C)=CC(C)=CC=1C.CS(Cl)(=O)=O.[NH:39]1[CH2:44][CH2:43][S:42][CH2:41][CH2:40]1. The catalyst is CN(C=O)C.CN(C1C=CN=CC=1)C.O. The product is [Cl:1][C:2]1[CH:3]=[CH:4][C:5]([CH2:6][NH:7][C:8]([C:10]2[C:11](=[O:22])[C:12]3[CH:19]=[C:18]([CH2:20][N:39]4[CH2:44][CH2:43][S:42][CH2:41][CH2:40]4)[S:17][C:13]=3[N:14]([CH3:16])[CH:15]=2)=[O:9])=[CH:23][CH:24]=1. The yield is 0.600. (5) The reactants are [CH:1]([C:3]1[C:16]2[C:7](=[C:8]3[CH2:19][CH2:18][CH2:17][N:10]4[CH2:11][CH2:12][CH2:13][C:14]([CH:15]=2)=[C:9]34)O[C:5](=[O:20])[CH:4]=1)=C.C[N+]1([O-])CC[O:25]CC1.OS([O-])=O.[Na+].[C:34]([O-:37])(O)=[O:35].[Na+]. The catalyst is C1COCC1.O.O=[Os](=O)(=O)=O.CC(O)(C)C. The product is [OH:25][CH:4]([C:3]1[C:16]2[C:15](=[C:14]3[CH2:13][CH2:12][CH2:11][N:10]4[CH2:17][CH2:18][CH2:19][C:8]([CH:7]=2)=[C:9]34)[O:37][C:34](=[O:35])[CH:1]=1)[CH2:5][OH:20]. The yield is 0.840. (6) The reactants are [C:1]([C:3]([CH3:11])([CH3:10])[CH:4]([OH:9])[CH2:5][C:6]([OH:8])=[O:7])#[N:2].[C:12]1(C)C=CC=CC=1.C(=O)([O-])[O-].[K+].[K+].S(OC)(OC)(=O)=O. The catalyst is O.[Br-].C([N+](CCCC)(CCCC)CCCC)CCC. The product is [C:1]([C:3]([CH3:11])([CH3:10])[CH:4]([OH:9])[CH2:5][C:6]([O:8][CH3:12])=[O:7])#[N:2]. The yield is 0.934. (7) The reactants are CC1C=C(N2CCN(CC3C=CC(C(F)(F)F)=CC=3)C2=O)SC=1C(O)=O.[F:27][C:28]1[CH:49]=[CH:48][C:31]([CH2:32][N:33]2[CH2:37][CH2:36][N:35]([C:38]3[S:42][C:41]([C:43]([OH:45])=O)=[C:40]([CH3:46])[CH:39]=3)[C:34]2=[O:47])=[CH:30][CH:29]=1.[NH2:50][CH2:51][C:52]1[CH:53]=[N:54][CH:55]=[CH:56][CH:57]=1. No catalyst specified. The product is [F:27][C:28]1[CH:49]=[CH:48][C:31]([CH2:32][N:33]2[CH2:37][CH2:36][N:35]([C:38]3[S:42][C:41]([C:43]([NH:50][CH2:51][C:52]4[CH:53]=[N:54][CH:55]=[CH:56][CH:57]=4)=[O:45])=[C:40]([CH3:46])[CH:39]=3)[C:34]2=[O:47])=[CH:30][CH:29]=1. The yield is 0.790. (8) The reactants are [N:1]1[C:10]2[C:5](=[CH:6][CH:7]=[CH:8][C:9]=2B(O)O)[CH:4]=[CH:3][CH:2]=1.CCCCCCCC([C:23]([NH3+:42])([C:33]([CH2:35][CH2:36][CH2:37][CH2:38][CH2:39][CH2:40][CH3:41])=O)C(CCCCCCC)=O)=O.[Cl-].COC1C=CC=CC=1P(C1C=CC=CC=1OC)C1C=CC=CC=1OC.O.C(=O)([O-])[O-].[Na+].[Na+].Br[C:77]1[CH:78]=[C:79]2[C:91]3=[C:92]4[C:82](=[CH:83][C:84](Br)=[CH:85][C:86]4=[CH:87][CH:88]=[C:89]3[CH:90]=1)[CH:81]=[CH:80]2. The catalyst is [Cl-].C([N+](CCCCCCCC)(CCCCCCCC)C)CCCCCCC.C([O-])(=O)C.[Pd+2].C([O-])(=O)C.C1(C)C=CC=CC=1. The product is [N:1]1[C:10]2[C:5](=[CH:6][CH:7]=[CH:8][C:9]=2[C:85]2[C:86]3[C:92]4=[C:91]5[C:89](=[CH:88][CH:87]=3)[CH:90]=[CH:77][C:78]([C:33]3[CH:35]=[CH:36][CH:37]=[C:38]6[C:23]=3[N:42]=[CH:41][CH:40]=[CH:39]6)=[C:79]5[CH:80]=[CH:81][C:82]4=[CH:83][CH:84]=2)[CH:4]=[CH:3][CH:2]=1. The yield is 0.480. (9) The reactants are [CH:1](NC(C)C)(C)C.C([Li])CCC.[Li+].CC([N-]C(C)C)C.[Cl:21][C:22]1[CH:29]=[C:28]([F:30])[CH:27]=[CH:26][C:23]=1[C:24]#[N:25].IC.[Cl-].[NH4+]. The catalyst is C1COCC1.O. The product is [Cl:21][C:22]1[C:29]([CH3:1])=[C:28]([F:30])[CH:27]=[CH:26][C:23]=1[C:24]#[N:25]. The yield is 0.740. (10) The reactants are C(OC([N:8]1[CH2:17][CH2:16][C:15]2[C:10](=[CH:11][C:12]([N:18]3[C:26]4[CH:25]=[C:24]([O:27][C:28]5[CH:33]=[CH:32][CH:31]=[C:30]([NH:34][C:35](=[O:37])[CH3:36])[CH:29]=5)[N:23]=[CH:22][C:21]=4[N:20]=[C:19]3[CH2:38][C:39]#[N:40])=[CH:13][CH:14]=2)[CH2:9]1)=O)(C)(C)C.[N:41]([O-:43])=O.[Na+].CC[N:47](CC)CC. The catalyst is CO.Cl.O1CCOCC1. The product is [NH2:47][C:39]1[C:38]([C:19]2[N:18]([C:12]3[CH:11]=[C:10]4[C:15]([CH2:16][CH2:17][NH:8][CH2:9]4)=[CH:14][CH:13]=3)[C:26]3[CH:25]=[C:24]([O:27][C:28]4[CH:29]=[C:30]([NH:34][C:35](=[O:37])[CH3:36])[CH:31]=[CH:32][CH:33]=4)[N:23]=[CH:22][C:21]=3[N:20]=2)=[N:41][O:43][N:40]=1. The yield is 0.180.